Dataset: Catalyst prediction with 721,799 reactions and 888 catalyst types from USPTO. Task: Predict which catalyst facilitates the given reaction. (1) Reactant: [Cl:1][C:2]1[C:10]2[C:5](=[CH:6][CH:7]=[CH:8][CH:9]=2)[N:4]([C:11]2[CH:24]=[CH:23][C:14]([CH2:15][NH:16][C:17]([C:19]3([NH2:22])[CH2:21][CH2:20]3)=[O:18])=[CH:13][CH:12]=2)[C:3]=1[C:25]1[N:29]=[C:28]([CH3:30])[O:27][N:26]=1.[CH3:31][O:32][C:33]1[CH:37]=[C:36]([C:38](O)=[O:39])[O:35][N:34]=1.CN(C(ON1N=NC2C=CC=CC1=2)=[N+](C)C)C.F[P-](F)(F)(F)(F)F.C(N(CC)C(C)C)(C)C. Product: [Cl:1][C:2]1[C:10]2[C:5](=[CH:6][CH:7]=[CH:8][CH:9]=2)[N:4]([C:11]2[CH:24]=[CH:23][C:14]([CH2:15][NH:16][C:17]([C:19]3([NH:22][C:38]([C:36]4[O:35][N:34]=[C:33]([O:32][CH3:31])[CH:37]=4)=[O:39])[CH2:21][CH2:20]3)=[O:18])=[CH:13][CH:12]=2)[C:3]=1[C:25]1[N:29]=[C:28]([CH3:30])[O:27][N:26]=1. The catalyst class is: 374. (2) Reactant: [CH:1]1([NH:6][C:7]2[N:12]=[C:11]([C:13]3[C:14]([C:24]4[CH:29]=[CH:28][C:27]([F:30])=[CH:26][CH:25]=4)=[N:15][N:16]4[C:21]=3[CH:20]=[CH:19][N:18]=[C:17]4SC)[CH:10]=[CH:9][N:8]=2)[CH2:5][CH2:4][CH2:3][CH2:2]1.ClC1C=C(C=CC=1)C(OO)=O.[C:42]([NH2:46])([CH3:45])([CH3:44])[CH3:43]. Product: [C:42]([NH:46][C:17]1[N:16]2[N:15]=[C:14]([C:24]3[CH:29]=[CH:28][C:27]([F:30])=[CH:26][CH:25]=3)[C:13]([C:11]3[CH:10]=[CH:9][N:8]=[C:7]([NH:6][CH:1]4[CH2:2][CH2:3][CH2:4][CH2:5]4)[N:12]=3)=[C:21]2[CH:20]=[CH:19][N:18]=1)([CH3:45])([CH3:44])[CH3:43]. The catalyst class is: 46. (3) Reactant: Cl[C:2]1[CH:7]=[N:6][CH:5]=[C:4]([Cl:8])[N:3]=1.[C:9]([NH:12][C:13]1[CH:18]=[CH:17][C:16]([OH:19])=[CH:15][CH:14]=1)(=[O:11])[CH3:10]. Product: [Cl:8][C:4]1[CH:5]=[N:6][CH:7]=[C:2]([O:19][C:16]2[CH:15]=[CH:14][C:13]([NH:12][C:9](=[O:11])[CH3:10])=[CH:18][CH:17]=2)[N:3]=1. The catalyst class is: 25. (4) Reactant: [C:1]1([S:7][C:8]2[CH:13]=[CH:12][C:11]([N:14]3[NH:23][C:22](=O)[C:21]4[C:16](=[CH:17][CH:18]=[CH:19][CH:20]=4)[C:15]3=[O:25])=[CH:10][CH:9]=2)[CH:6]=[CH:5][CH:4]=[CH:3][CH:2]=1.P(Br)(Br)([Br:28])=O. Product: [Br:28][C:22]1[C:21]2[C:16](=[CH:17][CH:18]=[CH:19][CH:20]=2)[C:15](=[O:25])[N:14]([C:11]2[CH:12]=[CH:13][C:8]([S:7][C:1]3[CH:6]=[CH:5][CH:4]=[CH:3][CH:2]=3)=[CH:9][CH:10]=2)[N:23]=1. The catalyst class is: 6. (5) Reactant: [Cl:1][C:2]1[CH:16]=[CH:15][C:5]2[NH:6][C:7]([C@@H:9]([NH2:14])[CH2:10][CH2:11][S:12][CH3:13])=[N:8][C:4]=2[CH:3]=1.[N:17]1([C:24]2[CH:32]=[CH:31][C:27]([C:28](Cl)=[O:29])=[CH:26][C:25]=2[N+:33]([O-:35])=[O:34])[CH2:22][CH2:21][O:20][CH2:19][C:18]1=[O:23]. Product: [Cl:1][C:2]1[CH:16]=[CH:15][C:5]2[NH:6][C:7]([C@@H:9]([NH:14][C:28](=[O:29])[C:27]3[CH:31]=[CH:32][C:24]([N:17]4[CH2:22][CH2:21][O:20][CH2:19][C:18]4=[O:23])=[C:25]([N+:33]([O-:35])=[O:34])[CH:26]=3)[CH2:10][CH2:11][S:12][CH3:13])=[N:8][C:4]=2[CH:3]=1. The catalyst class is: 1. (6) Reactant: [C:1]([NH:4][C:5]1[S:6][C:7]2[C:13]3[N:14]([C@H:20]4[CH2:25][CH2:24][C@H:23]([C:26]([OH:28])=O)[CH2:22][CH2:21]4)[N:15]=[C:16]([CH:17]4[CH2:19][CH2:18]4)[C:12]=3[CH2:11][CH2:10][C:8]=2[N:9]=1)(=[O:3])[CH3:2].CN(C(ON1N=NC2C=CC=NC1=2)=[N+](C)C)C.F[P-](F)(F)(F)(F)F.C(N(C(C)C)CC)(C)C.Cl.Cl.[NH2:64][CH:65]1[CH2:70][CH2:69][N:68]([CH:71]2[CH2:75][CH2:74][CH2:73][CH2:72]2)[CH2:67][CH2:66]1. Product: [CH:71]1([N:68]2[CH2:67][CH2:66][CH:65]([NH:64][C:26]([C@H:23]3[CH2:24][CH2:25][C@H:20]([N:14]4[C:13]5[C:7]6[S:6][C:5]([NH:4][C:1](=[O:3])[CH3:2])=[N:9][C:8]=6[CH2:10][CH2:11][C:12]=5[C:16]([CH:17]5[CH2:18][CH2:19]5)=[N:15]4)[CH2:21][CH2:22]3)=[O:28])[CH2:70][CH2:69]2)[CH2:75][CH2:74][CH2:73][CH2:72]1. The catalyst class is: 9.